The task is: Predict the reactants needed to synthesize the given product.. This data is from Full USPTO retrosynthesis dataset with 1.9M reactions from patents (1976-2016). (1) The reactants are: [F:1][C:2]([F:34])([F:33])[C:3]1[CH:28]=[C:27]([C:29]([F:32])([F:31])[F:30])[CH:26]=[CH:25][C:4]=1[CH2:5][O:6][C:7]1[CH:12]=[CH:11][C:10](/[CH:13]=[C:14]2\[NH:15][C:16](=[O:22])[N:17]([CH2:20][CH3:21])[C:18]\2=[NH:19])=[CH:9][C:8]=1[O:23][CH3:24].Br[CH2:36][CH3:37].C(=O)([O-])[O-].[K+].[K+]. Given the product [F:34][C:2]([F:1])([F:33])[C:3]1[CH:28]=[C:27]([C:29]([F:31])([F:30])[F:32])[CH:26]=[CH:25][C:4]=1[CH2:5][O:6][C:7]1[CH:12]=[CH:11][C:10](/[CH:13]=[C:14]2\[N:15]([CH2:36][CH3:37])[C:16](=[O:22])[N:17]([CH2:20][CH3:21])[C:18]\2=[NH:19])=[CH:9][C:8]=1[O:23][CH3:24], predict the reactants needed to synthesize it. (2) Given the product [CH3:1][O:2][C:3](=[O:23])[CH2:4][C:5]1[C:10]([Cl:11])=[CH:9][C:8]([NH:12][C:13]2[C:18]([NH2:19])=[CH:17][CH:16]=[CH:15][N:14]=2)=[CH:7][C:6]=1[Cl:22], predict the reactants needed to synthesize it. The reactants are: [CH3:1][O:2][C:3](=[O:23])[CH2:4][C:5]1[C:10]([Cl:11])=[CH:9][C:8]([NH:12][C:13]2[C:18]([N+:19]([O-])=O)=[CH:17][CH:16]=[CH:15][N:14]=2)=[CH:7][C:6]=1[Cl:22]. (3) Given the product [Cl:12][C:13]1[CH:14]=[CH:15][C:16]([C:19]2[O:23][N:22]=[C:21]([CH2:24][NH:11][C:8]34[CH2:10][CH:4]5[CH2:5][CH:6]([CH2:1][CH:2]([CH2:3]5)[CH2:9]3)[CH2:7]4)[CH:20]=2)=[CH:17][CH:18]=1, predict the reactants needed to synthesize it. The reactants are: [CH2:1]1[CH:6]2[CH2:7][C:8]3([NH2:11])[CH2:10][CH:4]([CH2:5]2)[CH2:3][CH:2]1[CH2:9]3.[Cl:12][C:13]1[CH:18]=[CH:17][C:16]([C:19]2[O:23][N:22]=[C:21]([CH:24]=O)[CH:20]=2)=[CH:15][CH:14]=1.